This data is from Experimentally validated miRNA-target interactions with 360,000+ pairs, plus equal number of negative samples. The task is: Binary Classification. Given a miRNA mature sequence and a target amino acid sequence, predict their likelihood of interaction. (1) The protein sequence of the target gene is MGDKKDDKSSPKKSKAKERRDLDDLKKEVAMTEHKMSVEEVCRKYNTDCVQGLTHSKAQEILARDGPNALTPPPTTPEWVKFCRQLFGGFSILLWIGAILCFLAYGIQAGTEDDPSGDNLYLGIVLAAVVIITGCFSYYQEAKSSKIMESFKNMVPQQALVIREGEKMQVNAEEVVVGDLVEIKGGDRVPADLRIISAHGCKVDNSSLTGESEPQTRSPDCTHDNPLETRNITFFSTNCVEGTARGVVVATGDRTVMGRIATLASGLEVGKTPIAIEIEHFIQLITGVAVFLGVSFFILS.... Result: 0 (no interaction). The miRNA is hsa-miR-214-3p with sequence ACAGCAGGCACAGACAGGCAGU. (2) The miRNA is hsa-miR-23a-3p with sequence AUCACAUUGCCAGGGAUUUCC. The protein sequence of the target gene is MRRLWGAARKPSGAGWEKEWAEAPQEAPGAWSGRLGPGRSGRKGRAVPGWASWPAHLALAARPARHLGGAGQGPRPLHSGTAPFHSRASGERQRRLEPQLQHESRCRSSTPADAWRAEAALPVRAMGAPWGSPTAAAGGRRGWRRGRGLPWTVCVLAAAGLTCTALITYACWGQLPPLPWASPTPSRPVGVLLWWEPFGGRDSAPRPPPDCRLRFNISGCRLLTDRASYGEAQAVLFHHRDLVKGPPDWPPPWGIQAHTAEEVDLRVLDYEEAAAAAEALATSSPRPPGQRWVWMNFESP.... Result: 1 (interaction). (3) The miRNA is hsa-miR-92b-3p with sequence UAUUGCACUCGUCCCGGCCUCC. The protein sequence of the target gene is MRPGPALLLLGVGLSLSVGRLPLPPVPRGAQAAVSGAPGGLLRGAPGLGVRGGRALLSLRPSAVRAGGAVLSGRGSLCFPHGGTGRRWYCLDLRVLLSAQRLPWPAAPALALVDLQLSARGGRLSLTWSVRLPRSPGRLAWAFRLRLLGPGAARPASPAARVSPRSAAPGPRPQQGFVARTECPTDGPARVMLQAVNSSSHRAVESSVSCQINACVIQRVRINTDQKGAPVRLSMQAEATINASVQLDCPAARAIAQYWQVFSVPAVGQAPDWTQPLDLPQLEIRNSPLFIHIPNNSLQW.... Result: 0 (no interaction).